This data is from Forward reaction prediction with 1.9M reactions from USPTO patents (1976-2016). The task is: Predict the product of the given reaction. Given the reactants [CH3:1][C:2]([N:6]1[CH2:11][CH2:10][NH:9][CH2:8][CH2:7]1)([CH3:5])[CH2:3][OH:4].CCN(CC)CC.[CH:19]([N:22]1[C:26]([C:27]2[N:36]=[C:35]3[N:29]([CH2:30][CH2:31][O:32][C:33]4[CH:40]=[CH:39][C:38]([S:41](Cl)(=[O:43])=[O:42])=[CH:37][C:34]=43)[CH:28]=2)=[N:25][CH:24]=[N:23]1)([CH3:21])[CH3:20], predict the reaction product. The product is: [CH:19]([N:22]1[C:26]([C:27]2[N:36]=[C:35]3[C:34]4[CH:37]=[C:38]([S:41]([N:9]5[CH2:8][CH2:7][N:6]([C:2]([CH3:1])([CH3:5])[CH2:3][OH:4])[CH2:11][CH2:10]5)(=[O:43])=[O:42])[CH:39]=[CH:40][C:33]=4[O:32][CH2:31][CH2:30][N:29]3[CH:28]=2)=[N:25][CH:24]=[N:23]1)([CH3:21])[CH3:20].